From a dataset of Catalyst prediction with 721,799 reactions and 888 catalyst types from USPTO. Predict which catalyst facilitates the given reaction. (1) Reactant: FC(F)(F)C([NH:5][C:6]1[CH:13]=[CH:12][CH:11]=[CH:10][C:7]=1[CH:8]=[O:9])=O.[N+](C1C=CC=CC=1C=O)([O-])=O.[Sn](Cl)Cl.[OH-].[Na+]. Product: [NH2:5][C:6]1[CH:13]=[CH:12][CH:11]=[CH:10][C:7]=1[CH:8]=[O:9]. The catalyst class is: 33. (2) Reactant: [Cl:1][C:2]1[C:11]2[C:6](=[CH:7][CH:8]=[CH:9][C:10]=2[Cl:12])[CH:5]=[C:4]([C@@H:13]([NH:15][C:16]2[N:24]=[CH:23][N:22]=[C:21]3[C:17]=2[N:18]=[CH:19][NH:20]3)[CH3:14])[N:3]=1.C(N(CC)CC)C.[C:32](O[C:32]([O:34][C:35]([CH3:38])([CH3:37])[CH3:36])=[O:33])([O:34][C:35]([CH3:38])([CH3:37])[CH3:36])=[O:33]. Product: [Cl:1][C:2]1[C:11]2[C:6](=[CH:7][CH:8]=[CH:9][C:10]=2[Cl:12])[CH:5]=[C:4]([C@@H:13]([NH:15][C:16]2[N:24]=[CH:23][N:22]=[C:21]3[C:17]=2[N:18]=[CH:19][N:20]3[C:32]([O:34][C:35]([CH3:38])([CH3:37])[CH3:36])=[O:33])[CH3:14])[N:3]=1. The catalyst class is: 527. (3) Reactant: Br.Br[C:3]1[S:7][C:6]2=[N:8][CH2:9][CH2:10][N:5]2[C:4]=1[C:11]1[C:20]2[C:15](=[CH:16][CH:17]=[C:18]([Cl:21])[CH:19]=2)[CH:14]=[CH:13][CH:12]=1.CN([CH:25]=[O:26])C.CCOC(C)=O.[NH4+].[Cl-]. Product: [Cl:21][C:18]1[CH:19]=[C:20]2[C:15]([CH:14]=[CH:13][CH:12]=[C:11]2[C:4]2[N:5]3[CH2:10][CH2:9][N:8]=[C:6]3[S:7][C:3]=2[CH:25]=[O:26])=[CH:16][CH:17]=1. The catalyst class is: 1. (4) Reactant: [Br:1][C:2]1[CH:3]=[C:4]([CH:8]=[C:9]([C:11]2[CH:16]=[CH:15][C:14]([CH3:17])=[CH:13][N:12]=2)[CH:10]=1)[C:5]([OH:7])=O.[CH3:18][C:19]1[N:24]=[CH:23][C:22]([CH2:25][NH2:26])=[CH:21][CH:20]=1.F[P-](F)(F)(F)(F)F.C[N+](C)=C(N(C)C)ON1C2N=CC=CC=2N=N1.C(N(CC)C(C)C)(C)C.CN(C)C=O. Product: [Br:1][C:2]1[CH:3]=[C:4]([CH:8]=[C:9]([C:11]2[CH:16]=[CH:15][C:14]([CH3:17])=[CH:13][N:12]=2)[CH:10]=1)[C:5]([NH:26][CH2:25][C:22]1[CH:23]=[N:24][C:19]([CH3:18])=[CH:20][CH:21]=1)=[O:7]. The catalyst class is: 170. (5) Reactant: [CH2:1]1[CH:3]2[CH2:4][C:5]3[CH:6]=[CH:7][CH:8]=[C:9]([O:11][C:12]4[N:13]=[N:14][C:15]([Cl:19])=[CH:16][C:17]=4[OH:18])[C:10]=3[CH:2]12.[OH-].[Na+]. Product: [CH2:1]1[CH:3]2[CH2:2][C:10]3[C:9]([O:11][C:12]4[N:13]=[N:14][C:15]([Cl:19])=[CH:16][C:17]=4[OH:18])=[CH:8][CH:7]=[CH:6][C:5]=3[CH:4]12. The catalyst class is: 16. (6) Reactant: [Cl:1][C:2]1[CH:11]=[CH:10][C:9]2[C:8]([C:12]([OH:14])=O)=[CH:7][CH:6]=[CH:5][C:4]=2[N:3]=1.Cl.[CH3:16][O:17][CH:18]1[CH2:21][NH:20][CH2:19]1.CN(C(ON1N=NC2C=CC=CC1=2)=[N+](C)C)C.F[P-](F)(F)(F)(F)F.C(N(CC)C(C)C)(C)C.[OH-].[Na+]. Product: [Cl:1][C:2]1[CH:11]=[CH:10][C:9]2[C:4](=[CH:5][CH:6]=[CH:7][C:8]=2[C:12]([N:20]2[CH2:21][CH:18]([O:17][CH3:16])[CH2:19]2)=[O:14])[N:3]=1. The catalyst class is: 22. (7) Reactant: C[O:2][C:3]([C:5]1[C:14]([OH:15])=[C:13]2[C:8]([CH2:9][C:10]([CH3:18])([CH3:17])[O:11][C:12]2=[O:16])=[CH:7][CH:6]=1)=[O:4].[OH-].[Na+]. Product: [OH:15][C:14]1[C:5]([C:3]([OH:4])=[O:2])=[CH:6][CH:7]=[C:8]2[C:13]=1[C:12](=[O:16])[O:11][C:10]([CH3:18])([CH3:17])[CH2:9]2. The catalyst class is: 8. (8) Reactant: [NH2:1][C@@H:2]([CH2:38][CH2:39][CH2:40][CH2:41][NH:42][C:43]([O:45][C:46]([CH3:49])([CH3:48])[CH3:47])=[O:44])[C:3]([N:5]([CH3:37])[C@H:6]1[C:23]2[CH:24]=[C:19]([C:20]([O:25][CH3:26])=[CH:21][CH:22]=2)[C:18]2=[CH:27][C:14](=[CH:15][CH:16]=[C:17]2[O:28][CH3:29])[CH2:13][C@@H:12]([C:30]([O:32][CH3:33])=[O:31])[NH:11][C:10](=[O:34])[C@H:9]([CH3:35])[NH:8][C:7]1=[O:36])=[O:4].C1C=CC2N(O)N=NC=2C=1.CCN(C(C)C)C(C)C.[CH2:69]([C:72]1[CH:77]=[CH:76][C:75]([C:78]2[CH:83]=[CH:82][C:81]([C:84]([NH:86][CH2:87][CH2:88][C:89](O)=[O:90])=[O:85])=[CH:80][CH:79]=2)=[CH:74][CH:73]=1)[CH2:70][CH3:71].CCN=C=NCCCN(C)C. Product: [C:46]([O:45][C:43]([NH:42][CH2:41][CH2:40][CH2:39][CH2:38][C@H:2]([NH:1][C:89](=[O:90])[CH2:88][CH2:87][NH:86][C:84]([C:81]1[CH:82]=[CH:83][C:78]([C:75]2[CH:74]=[CH:73][C:72]([CH2:69][CH2:70][CH3:71])=[CH:77][CH:76]=2)=[CH:79][CH:80]=1)=[O:85])[C:3]([N:5]([CH3:37])[C@H:6]1[C:23]2[CH:24]=[C:19]([C:20]([O:25][CH3:26])=[CH:21][CH:22]=2)[C:18]2=[CH:27][C:14](=[CH:15][CH:16]=[C:17]2[O:28][CH3:29])[CH2:13][C@@H:12]([C:30]([O:32][CH3:33])=[O:31])[NH:11][C:10](=[O:34])[C@H:9]([CH3:35])[NH:8][C:7]1=[O:36])=[O:4])=[O:44])([CH3:48])([CH3:47])[CH3:49]. The catalyst class is: 18.